This data is from NCI-60 drug combinations with 297,098 pairs across 59 cell lines. The task is: Regression. Given two drug SMILES strings and cell line genomic features, predict the synergy score measuring deviation from expected non-interaction effect. (1) Drug 1: CCC1=CC2CC(C3=C(CN(C2)C1)C4=CC=CC=C4N3)(C5=C(C=C6C(=C5)C78CCN9C7C(C=CC9)(C(C(C8N6C)(C(=O)OC)O)OC(=O)C)CC)OC)C(=O)OC.C(C(C(=O)O)O)(C(=O)O)O. Drug 2: CC1C(C(CC(O1)OC2CC(OC(C2O)C)OC3=CC4=CC5=C(C(=O)C(C(C5)C(C(=O)C(C(C)O)O)OC)OC6CC(C(C(O6)C)O)OC7CC(C(C(O7)C)O)OC8CC(C(C(O8)C)O)(C)O)C(=C4C(=C3C)O)O)O)O. Cell line: SW-620. Synergy scores: CSS=57.0, Synergy_ZIP=1.24, Synergy_Bliss=1.93, Synergy_Loewe=-1.39, Synergy_HSA=1.21. (2) Drug 1: CCCCC(=O)OCC(=O)C1(CC(C2=C(C1)C(=C3C(=C2O)C(=O)C4=C(C3=O)C=CC=C4OC)O)OC5CC(C(C(O5)C)O)NC(=O)C(F)(F)F)O. Drug 2: C(CN)CNCCSP(=O)(O)O. Cell line: HS 578T. Synergy scores: CSS=53.1, Synergy_ZIP=-2.68, Synergy_Bliss=-3.45, Synergy_Loewe=-39.5, Synergy_HSA=-3.47.